From a dataset of Catalyst prediction with 721,799 reactions and 888 catalyst types from USPTO. Predict which catalyst facilitates the given reaction. Reactant: [F:1][C:2]1[C:7]([OH:8])=[CH:6][CH:5]=[C:4]([F:9])[C:3]=1[C:10]#[N:11].C([O-])([O-])=O.[K+].[K+].N[C@H](C(O)=O)CC1C=C2C(C=CC=C2)=CC=1.[Cl:34][C:35]1[CH:36]=[CH:37][C:38]2[S:42][C:41]([CH2:43]Cl)=[N:40][C:39]=2[CH:45]=1. Product: [Cl:34][C:35]1[CH:36]=[CH:37][C:38]2[S:42][C:41]([CH2:43][O:8][C:7]3[C:2]([F:1])=[C:3]([C:10]#[N:11])[C:4]([F:9])=[CH:5][CH:6]=3)=[N:40][C:39]=2[CH:45]=1. The catalyst class is: 18.